Dataset: Reaction yield outcomes from USPTO patents with 853,638 reactions. Task: Predict the reaction yield, written as a fraction of the theoretical maximum amount of product (1.0 means a 100% yield; for example, 0.34 means a 34% yield). (1) The catalyst is CN(C)C=O.[Cl-].[NH4+]. The yield is 0.830. The reactants are [CH3:1][CH:2]([CH3:30])[CH2:3][CH:4]([NH:20][C:21]1[CH:29]=[CH:28][C:24]([C:25]([OH:27])=O)=[CH:23][N:22]=1)[C:5]1[CH:10]=[CH:9][C:8]([N:11]2[CH:15]=[C:14]([C:16]([F:19])([F:18])[F:17])[CH:13]=[N:12]2)=[CH:7][CH:6]=1.Cl.[NH2:32][CH2:33][CH2:34][C:35]([O:37][CH3:38])=[O:36].C(N(C(C)C)CC)(C)C. The product is [CH3:30][CH:2]([CH3:1])[CH2:3][CH:4]([NH:20][C:21]1[CH:29]=[CH:28][C:24]([C:25]([NH:32][CH2:33][CH2:34][C:35]([O:37][CH3:38])=[O:36])=[O:27])=[CH:23][N:22]=1)[C:5]1[CH:6]=[CH:7][C:8]([N:11]2[CH:15]=[C:14]([C:16]([F:18])([F:17])[F:19])[CH:13]=[N:12]2)=[CH:9][CH:10]=1. (2) The yield is 0.610. The reactants are O=P(Cl)(Cl)Cl.[O:6]1[C:10]2[CH:11]=[CH:12][C:13]([C:15]3([C:18]([NH:20][C:21]4[CH:22]=[C:23]5[C:27](=[CH:28][CH:29]=4)[NH:26][C:25]([C:30]([CH3:33])([CH3:32])[CH3:31])=[CH:24]5)=[O:19])[CH2:17][CH2:16]3)=[CH:14][C:9]=2[O:8][CH2:7]1.CN([CH:37]=[O:38])C. No catalyst specified. The product is [O:6]1[C:10]2[CH:11]=[CH:12][C:13]([C:15]3([C:18]([NH:20][C:21]4[CH:22]=[C:23]5[C:27](=[CH:28][CH:29]=4)[NH:26][C:25]([C:30]([CH3:33])([CH3:32])[CH3:31])=[C:24]5[CH:37]=[O:38])=[O:19])[CH2:17][CH2:16]3)=[CH:14][C:9]=2[O:8][CH2:7]1.